This data is from Forward reaction prediction with 1.9M reactions from USPTO patents (1976-2016). The task is: Predict the product of the given reaction. The product is: [ClH:9].[NH2:27][C:12]1[CH:11]=[C:10]([Cl:9])[C:22]2[N:21]([CH:23]([CH3:24])[CH3:25])[C:20]3[C:15]([C:14]=2[C:13]=1[CH3:26])=[CH:16][CH:17]=[CH:18][CH:19]=3.[ClH:9]. Given the reactants S(S([O-])=O)([O-])=O.[Na+].[Na+].[Cl:9][C:10]1[C:22]2[N:21]([CH:23]([CH3:25])[CH3:24])[C:20]3[C:15](=[CH:16][CH:17]=[CH:18][CH:19]=3)[C:14]=2[C:13]([CH3:26])=[C:12]([N+:27]([O-])=O)[CH:11]=1, predict the reaction product.